Predict which catalyst facilitates the given reaction. From a dataset of Catalyst prediction with 721,799 reactions and 888 catalyst types from USPTO. (1) Reactant: [Br:1][C:2]1[S:3][C:4]2[CH2:9][CH2:8][CH:7]([C:10]([O:12]CC)=[O:11])[C:5]=2[N:6]=1.[OH-].[Na+].O. Product: [Br:1][C:2]1[S:3][C:4]2[CH2:9][CH2:8][CH:7]([C:10]([OH:12])=[O:11])[C:5]=2[N:6]=1. The catalyst class is: 5. (2) Reactant: Cl[C:2]1[C:11]2[C:6](=[N:7][CH:8]=[CH:9][CH:10]=2)[N:5]=[C:4]([C:12]2[CH:17]=[CH:16][CH:15]=[C:14]([CH3:18])[N:13]=2)[CH:3]=1.[CH:19]1[C:28]2[C:23](=[CH:24][CH:25]=[CH:26][CH:27]=2)[C:22](B(O)O)=[CH:21][N:20]=1.C(=O)([O-])[O-].[Na+].[Na+].O1CCOCC1. Product: [CH:19]1[C:28]2[C:23](=[CH:24][CH:25]=[CH:26][CH:27]=2)[C:22]([C:2]2[C:11]3[C:6](=[N:7][CH:8]=[CH:9][CH:10]=3)[N:5]=[C:4]([C:12]3[CH:17]=[CH:16][CH:15]=[C:14]([CH3:18])[N:13]=3)[CH:3]=2)=[CH:21][N:20]=1. The catalyst class is: 6. (3) Product: [Cl:8][C:6]1[CH:5]=[CH:4][C:3]([C:9]2[NH:10][C:11]3[C:16]([C:17]=2[CH:18]2[CH2:23][CH2:22][CH2:21][CH2:20][CH2:19]2)=[CH:15][CH:14]=[C:13]([C:24]([O:26][CH3:27])=[O:25])[CH:12]=3)=[C:2]([NH:1][C:39](=[O:40])[CH2:38][Cl:37])[CH:7]=1. Reactant: [NH2:1][C:2]1[CH:7]=[C:6]([Cl:8])[CH:5]=[CH:4][C:3]=1[C:9]1[NH:10][C:11]2[C:16]([C:17]=1[CH:18]1[CH2:23][CH2:22][CH2:21][CH2:20][CH2:19]1)=[CH:15][CH:14]=[C:13]([C:24]([O:26][CH3:27])=[O:25])[CH:12]=2.C([O-])(=O)C.[Na+].C(O)(=O)C.[Cl:37][CH2:38][C:39](Cl)=[O:40]. The catalyst class is: 7. (4) Reactant: [NH2:1][C:2]([NH:4][C:5]1[C:6]([C:18]([NH2:20])=[O:19])=[N:7][N:8]([C:10]2[CH:15]=[CH:14][C:13](I)=[CH:12][C:11]=2[CH3:17])[CH:9]=1)=[O:3].C(O)CO.C(N(C(C)C)CC)(C)C.[F:34][C:35]1[CH:40]=[CH:39][C:38]([SH:41])=[CH:37][CH:36]=1.[OH-].[Na+]. Product: [NH2:1][C:2]([NH:4][C:5]1[C:6]([C:18]([NH2:20])=[O:19])=[N:7][N:8]([C:10]2[CH:15]=[CH:14][C:13]([S:41][C:38]3[CH:39]=[CH:40][C:35]([F:34])=[CH:36][CH:37]=3)=[CH:12][C:11]=2[CH3:17])[CH:9]=1)=[O:3]. The catalyst class is: 3. (5) Reactant: [NH2:1][CH2:2][CH:3]([OH:19])[CH2:4][CH:5]1[C:14]2[CH:13]=[CH:12][S:11][C:10]=2[CH2:9][CH2:8][C:7]2[CH:15]=[CH:16][CH:17]=[CH:18][C:6]1=2.CCN(CC)CC.[F:27][C:28]([F:41])([F:40])[O:29][C:30]1[CH:35]=[CH:34][C:33]([S:36](Cl)(=[O:38])=[O:37])=[CH:32][CH:31]=1. Product: [S:11]1[CH:12]=[CH:13][C:14]2[CH:5]([CH2:4][CH:3]([OH:19])[CH2:2][NH:1][S:36]([C:33]3[CH:32]=[CH:31][C:30]([O:29][C:28]([F:27])([F:40])[F:41])=[CH:35][CH:34]=3)(=[O:38])=[O:37])[C:6]3[CH:18]=[CH:17][CH:16]=[CH:15][C:7]=3[CH2:8][CH2:9][C:10]1=2. The catalyst class is: 3. (6) The catalyst class is: 10. Product: [CH3:18][C:19]1([CH3:25])[CH2:24][O:23][CH2:22][CH2:21][N:20]1[CH2:2][C:3]1[N:7]([C:8]2[CH:13]=[CH:12][CH:11]=[C:10]([C:14]([F:17])([F:16])[F:15])[CH:9]=2)[N:6]=[N:5][N:4]=1. Reactant: Cl[CH2:2][C:3]1[N:7]([C:8]2[CH:13]=[CH:12][CH:11]=[C:10]([C:14]([F:17])([F:16])[F:15])[CH:9]=2)[N:6]=[N:5][N:4]=1.[CH3:18][C:19]1([CH3:25])[CH2:24][O:23][CH2:22][CH2:21][NH:20]1.C(N(CC)CC)C. (7) Reactant: Cl.[NH2:2][CH2:3][C:4]1[CH:13]=[CH:12][CH:11]=[C:10]2[C:5]=1[C:6](=[O:23])[N:7]([CH:15]1[CH2:20][CH2:19][C:18](=[O:21])[NH:17][C:16]1=[O:22])[C:8]([CH3:14])=[N:9]2.[C:24](Cl)(=[O:26])[CH3:25].C(N(CC)C(C)C)(C)C. Product: [O:22]=[C:16]1[CH:15]([N:7]2[C:6](=[O:23])[C:5]3[C:10](=[CH:11][CH:12]=[CH:13][C:4]=3[CH2:3][NH:2][C:24](=[O:26])[CH3:25])[N:9]=[C:8]2[CH3:14])[CH2:20][CH2:19][C:18](=[O:21])[NH:17]1. The catalyst class is: 10.